Dataset: Full USPTO retrosynthesis dataset with 1.9M reactions from patents (1976-2016). Task: Predict the reactants needed to synthesize the given product. (1) Given the product [F:32][C:33]1[CH:40]=[CH:39][C:36]([CH2:37][NH:38][C:22]([C:11]2[N:12]=[C:13]3[CH:20]([N:26]4[CH2:31][CH2:30][O:29][CH2:28][CH2:27]4)[CH2:19][CH2:18][CH2:17][N:14]3[C:15](=[O:16])[C:10]=2[OH:9])=[O:24])=[CH:35][CH:34]=1, predict the reactants needed to synthesize it. The reactants are: C([O:9][C:10]1[C:15](=[O:16])[N:14]2[CH2:17][CH2:18][CH2:19][CH:20](Br)[C:13]2=[N:12][C:11]=1[C:22]([O:24]C)=O)(=O)C1C=CC=CC=1.[NH:26]1[CH2:31][CH2:30][O:29][CH2:28][CH2:27]1.[F:32][C:33]1[CH:40]=[CH:39][C:36]([CH2:37][NH2:38])=[CH:35][CH:34]=1. (2) Given the product [NH2:1][C@H:2]([C:5]([OH:7])=[O:6])[CH3:3].[NH2:1][C@H:2]([C:5]([O-:7])=[O:6])[CH2:3][C:17]([O-:19])=[O:18].[NH2:1][C@H:2]([C:5]([O-:7])=[O:6])[CH2:3][CH2:21][C:26]([O-:28])=[O:27].[NH2:29][C@H:30]([C:35]([OH:37])=[O:36])[CH2:31][C:32]1[C:34]2[C:12](=[CH:11][CH:10]=[CH:9][CH:17]=2)[NH:13][CH:33]=1, predict the reactants needed to synthesize it. The reactants are: [NH2:1][C@H:2]([C:5]([OH:7])=[O:6])[CH2:3]O.N[C@H:9]([C:17]([OH:19])=[O:18])[CH2:10][CH2:11][CH2:12][NH:13]C(=N)N.N[C@H:21]([C:26]([OH:28])=[O:27])[C@H](CC)C.[NH2:29][C@H:30]([C:35]([OH:37])=[O:36])[CH2:31][CH:32]([CH3:34])[CH3:33].